From a dataset of Reaction yield outcomes from USPTO patents with 853,638 reactions. Predict the reaction yield, written as a fraction of the theoretical maximum amount of product (1.0 means a 100% yield; for example, 0.34 means a 34% yield). The product is [CH:24]1([NH:21][C:22]([N:18]2[CH2:19][CH2:20][CH:15]([C:6]3[C:5]4[C:10](=[CH:11][C:12]([O:13][CH3:14])=[C:3]([O:2][CH3:1])[CH:4]=4)[N:9]=[CH:8][N:7]=3)[CH2:16][CH2:17]2)=[O:23])[CH2:29][CH2:28][CH2:27][CH2:26][CH2:25]1. The yield is 0.500. The catalyst is CN(C=O)C. The reactants are [CH3:1][O:2][C:3]1[CH:4]=[C:5]2[C:10](=[CH:11][C:12]=1[O:13][CH3:14])[N:9]=[CH:8][N:7]=[C:6]2[CH:15]1[CH2:20][CH2:19][NH:18][CH2:17][CH2:16]1.[N:21]([CH:24]1[CH2:29][CH2:28][CH2:27][CH2:26][CH2:25]1)=[C:22]=[O:23].